Task: Predict the reactants needed to synthesize the given product.. Dataset: Full USPTO retrosynthesis dataset with 1.9M reactions from patents (1976-2016) (1) Given the product [NH2:1][C:2]1[C:11]([Br:13])=[CH:10][C:5]([C:6]([O:8][CH3:9])=[O:7])=[C:4]([F:12])[CH:3]=1, predict the reactants needed to synthesize it. The reactants are: [NH2:1][C:2]1[CH:11]=[CH:10][C:5]([C:6]([O:8][CH3:9])=[O:7])=[C:4]([F:12])[CH:3]=1.[Br:13]N1C(=O)CCC1=O. (2) Given the product [S:7]1[CH:11]=[CH:10][CH:9]=[C:8]1[CH:12]=[CH:15][C:16]([OH:18])=[O:17], predict the reactants needed to synthesize it. The reactants are: N1CCCCC1.[S:7]1[CH:11]=[CH:10][CH:9]=[C:8]1[CH:12]=O.C(O)(=O)[CH2:15][C:16]([OH:18])=[O:17].Cl. (3) Given the product [C:1]([O:5][C:6]([N:8]1[CH2:12][C@@H:11]([CH2:13][N:14]([CH:15]([CH3:16])[CH3:17])[C:34](=[O:35])[C:33]2[CH:37]=[CH:38][C:39]([CH3:40])=[C:31]([O:30][CH2:29][CH2:28][CH2:27][O:26][CH3:25])[CH:32]=2)[C@H:10]([CH2:18][C:19]2[CH:20]=[CH:21][CH:22]=[CH:23][CH:24]=2)[CH2:9]1)=[O:7])([CH3:3])([CH3:4])[CH3:2], predict the reactants needed to synthesize it. The reactants are: [C:1]([O:5][C:6]([N:8]1[CH2:12][C@H:11]([CH2:13][NH:14][CH:15]([CH3:17])[CH3:16])[C@@H:10]([CH2:18][C:19]2[CH:24]=[CH:23][CH:22]=[CH:21][CH:20]=2)[CH2:9]1)=[O:7])([CH3:4])([CH3:3])[CH3:2].[CH3:25][O:26][CH2:27][CH2:28][CH2:29][O:30][C:31]1[CH:32]=[C:33]([CH:37]=[CH:38][C:39]=1[CH3:40])[C:34](O)=[O:35].O=C1N(P(Cl)(N2CCOC2=O)=O)CCO1.C(N(CC)CC)C. (4) Given the product [C:13]([O:12][C:5]1[C:4]2[C:9](=[CH:10][CH:11]=[C:2]([C:27]([C:26]3[CH:33]=[CH:34][C:23]([Cl:22])=[CH:24][CH:25]=3)=[O:28])[CH:3]=2)[N:8]=[CH:7][N:6]=1)([CH3:16])([CH3:15])[CH3:14], predict the reactants needed to synthesize it. The reactants are: Br[C:2]1[CH:3]=[C:4]2[C:9](=[CH:10][CH:11]=1)[N:8]=[CH:7][N:6]=[C:5]2[O:12][C:13]([CH3:16])([CH3:15])[CH3:14].[Li]CCCC.[Cl:22][C:23]1[CH:34]=[CH:33][C:26]([C:27](N(OC)C)=[O:28])=[CH:25][CH:24]=1. (5) Given the product [CH:21]1([C:18]2[CH:19]=[CH:20][C:15]([C@H:9]3[C@H:10]([OH:11])[C@@H:5]([OH:4])[C@H:6]([OH:37])[CH:7]([S:35][CH3:36])[O:8]3)=[CH:16][C:17]=2[CH2:24][C:25]2[CH:34]=[CH:33][C:28]3[O:29][CH2:30][CH2:31][O:32][C:27]=3[CH:26]=2)[CH2:23][CH2:22]1, predict the reactants needed to synthesize it. The reactants are: C([O:4][C@@H:5]1[C@@H:10]([O:11]C(=O)C)[C@H:9]([C:15]2[CH:20]=[CH:19][C:18]([CH:21]3[CH2:23][CH2:22]3)=[C:17]([CH2:24][C:25]3[CH:34]=[CH:33][C:28]4[O:29][CH2:30][CH2:31][O:32][C:27]=4[CH:26]=3)[CH:16]=2)[O:8][CH:7]([S:35][CH3:36])[C@H:6]1[O:37]C(=O)C)(=O)C.[OH-].[Li+].